This data is from Forward reaction prediction with 1.9M reactions from USPTO patents (1976-2016). The task is: Predict the product of the given reaction. (1) The product is: [F:27][C:26]1[CH:25]=[CH:24][C:11]([CH2:12][C:13]2[C:22]3[C:17](=[CH:18][CH:19]=[CH:20][CH:21]=3)[C:16](=[O:23])[NH:15][N:14]=2)=[CH:10][C:9]=1[C:7]([N:4]1[CH2:5][CH2:6][C@@H:2]([NH:1][CH2:34][C:29]2[CH:30]=[CH:31][CH:32]=[CH:33][N:28]=2)[CH2:3]1)=[O:8]. Given the reactants [NH2:1][C@@H:2]1[CH2:6][CH2:5][N:4]([C:7]([C:9]2[CH:10]=[C:11]([CH:24]=[CH:25][C:26]=2[F:27])[CH2:12][C:13]2[C:22]3[C:17](=[CH:18][CH:19]=[CH:20][CH:21]=3)[C:16](=[O:23])[NH:15][N:14]=2)=[O:8])[CH2:3]1.[N:28]1[CH:33]=[CH:32][CH:31]=[CH:30][C:29]=1[CH:34]=O.C(O[BH-](OC(=O)C)OC(=O)C)(=O)C.[Na+], predict the reaction product. (2) Given the reactants [CH:1]([C:3]1[CH:12]=[CH:11][C:6]([C:7]([O:9][CH3:10])=[O:8])=[CH:5][CH:4]=1)=O.[CH3:13][O:14][C:15]1[CH:16]=[C:17]([CH:21]=[CH:22][C:23]=1[O:24][CH3:25])[CH2:18][C:19]#[N:20], predict the reaction product. The product is: [C:19](/[C:18](/[C:17]1[CH:21]=[CH:22][C:23]([O:24][CH3:25])=[C:15]([O:14][CH3:13])[CH:16]=1)=[CH:1]\[C:3]1[CH:12]=[CH:11][C:6]([C:7]([O:9][CH3:10])=[O:8])=[CH:5][CH:4]=1)#[N:20]. (3) Given the reactants [Br:1][C:2]1[CH:7]=[CH:6][C:5]([CH2:8][C:9]([OH:11])=O)=[CH:4][CH:3]=1.[CH2:12]1[C:20]2[C:15](=[CH:16][CH:17]=[CH:18][CH:19]=2)[CH2:14][NH:13]1.CN(C(ON1N=NC2C=CC=NC1=2)=[N+](C)C)C.F[P-](F)(F)(F)(F)F.CCN(C(C)C)C(C)C, predict the reaction product. The product is: [Br:1][C:2]1[CH:3]=[CH:4][C:5]([CH2:8][C:9]([N:13]2[CH2:14][C:15]3[C:20](=[CH:19][CH:18]=[CH:17][CH:16]=3)[CH2:12]2)=[O:11])=[CH:6][CH:7]=1.